This data is from Forward reaction prediction with 1.9M reactions from USPTO patents (1976-2016). The task is: Predict the product of the given reaction. (1) Given the reactants CS(C)=O.C(=O)([O-])[O-:6].[K+].[K+].OO.[O:13]=[C:14]1[CH2:19][CH2:18][CH2:17][CH2:16][N:15]1[C:20]1[CH:25]=[CH:24][C:23]([NH:26][C:27]([C:29]2[CH2:33][CH2:32][CH2:31][C:30]=2[C:34]2[CH:39]=[CH:38][CH:37]=[C:36]([C:40]#[N:41])[CH:35]=2)=[O:28])=[CH:22][CH:21]=1, predict the reaction product. The product is: [O:13]=[C:14]1[CH2:19][CH2:18][CH2:17][CH2:16][N:15]1[C:20]1[CH:21]=[CH:22][C:23]([NH:26][C:27]([C:29]2[CH2:33][CH2:32][CH2:31][C:30]=2[C:34]2[CH:35]=[C:36]([CH:37]=[CH:38][CH:39]=2)[C:40]([NH2:41])=[O:6])=[O:28])=[CH:24][CH:25]=1. (2) Given the reactants [CH:1]([O:4][C:5]1[CH:27]=[N:26][C:8]2[N:9]([CH3:25])[C:10](=[O:24])[N:11]([CH2:14][CH2:15][CH2:16][O:17][CH:18]3[CH2:23][CH2:22][CH2:21][CH2:20][O:19]3)[C:12](=[O:13])[C:7]=2[CH:6]=1)([CH3:3])[CH3:2].[Li+].CC([N-]C(C)C)C.[CH:36](=[O:43])[C:37]1[CH:42]=[CH:41][CH:40]=[CH:39][CH:38]=1, predict the reaction product. The product is: [OH:43][CH:36]([C:37]1[CH:42]=[CH:41][CH:40]=[CH:39][CH:38]=1)[C:6]1[C:7]2[C:12](=[O:13])[N:11]([CH2:14][CH2:15][CH2:16][O:17][CH:18]3[CH2:23][CH2:22][CH2:21][CH2:20][O:19]3)[C:10](=[O:24])[N:9]([CH3:25])[C:8]=2[N:26]=[CH:27][C:5]=1[O:4][CH:1]([CH3:3])[CH3:2]. (3) Given the reactants [NH2:1][C:2]1[CH:3]=[CH:4][C:5]([C:9]2[N:10]=[C:11]([C:22]3([C:25]([O:27][CH3:28])=[O:26])[CH2:24][CH2:23]3)[NH:12][C:13]=2[C:14]2[CH:19]=[CH:18][C:17]([F:20])=[CH:16][C:15]=2[F:21])=[N:6][C:7]=1[OH:8].[CH2:29]([O:31][CH2:32][C@@H:33]([N:35]=[C:36]=S)[CH3:34])[CH3:30].C(N=C=NC(C)C)(C)C, predict the reaction product. The product is: [F:21][C:15]1[CH:16]=[C:17]([F:20])[CH:18]=[CH:19][C:14]=1[C:13]1[NH:12][C:11]([C:22]2([C:25]([O:27][CH3:28])=[O:26])[CH2:24][CH2:23]2)=[N:10][C:9]=1[C:5]1[N:6]=[C:7]2[O:8][C:36]([NH:35][C@@H:33]([CH3:34])[CH2:32][O:31][CH2:29][CH3:30])=[N:1][C:2]2=[CH:3][CH:4]=1. (4) Given the reactants [I:1]I.C(ON=O)(C)(C)C.N[C:11]1[CH:12]=[C:13]([CH:18]=[CH:19][C:20]=1[CH3:21])[C:14]([O:16][CH3:17])=[O:15].[O-]S([O-])=O.[Na+].[Na+], predict the reaction product. The product is: [I:1][C:11]1[CH:12]=[C:13]([CH:18]=[CH:19][C:20]=1[CH3:21])[C:14]([O:16][CH3:17])=[O:15]. (5) Given the reactants [OH:1][CH:2]([CH2:6][OH:7])[CH2:3][C:4]#[N:5].C([Sn](=O)CCCC)CCC.[C:18]1([CH3:28])[CH:23]=[CH:22][C:21]([S:24](Cl)(=[O:26])=[O:25])=[CH:20][CH:19]=1, predict the reaction product. The product is: [OH:1][CH:2]([CH2:6][O:7][S:24]([C:21]1[CH:22]=[CH:23][C:18]([CH3:28])=[CH:19][CH:20]=1)(=[O:26])=[O:25])[CH2:3][C:4]#[N:5]. (6) Given the reactants [CH:1]1([C:7]2[CH:32]=[CH:31][CH:30]=[C:29]3[C:8]=2[CH:9]=[C:10]2[C:16]4[CH:17]=[C:18]([C:21]([O:23]C)=[O:22])[CH:19]=[CH:20][C:15]=4[N:14]4[CH:25]=[N:26][N:27]([CH3:28])[C:13]4=[CH:12][N:11]23)[CH2:6][CH2:5][CH2:4][CH2:3][CH2:2]1.[OH-].[Na+], predict the reaction product. The product is: [CH:1]1([C:7]2[CH:32]=[CH:31][CH:30]=[C:29]3[C:8]=2[CH:9]=[C:10]2[C:16]4[CH:17]=[C:18]([C:21]([OH:23])=[O:22])[CH:19]=[CH:20][C:15]=4[N:14]4[CH:25]=[N:26][N:27]([CH3:28])[C:13]4=[CH:12][N:11]23)[CH2:2][CH2:3][CH2:4][CH2:5][CH2:6]1. (7) Given the reactants [S:1]([C:23]1[CH:28]=[C:27]([C:29]2[CH:34]=[CH:33][C:32]([C:35]([F:38])([F:37])[F:36])=[CH:31][CH:30]=2)[CH:26]=[CH:25][C:24]=1[O:39][CH2:40][O:41][CH2:42][CH3:43])C1C=C(C2C=CC(C(F)(F)F)=CC=2)C=CC=1OCOCC.C(S([O-])=O)O.[Na+].C(=O)([O-])[O-].[K+].[K+].[F:56][C:57]([F:61])([F:60])[CH2:58]I, predict the reaction product. The product is: [F:56][C:57]([F:61])([F:60])[CH2:58][S:1][C:23]1[CH:28]=[C:27]([C:29]2[CH:34]=[CH:33][C:32]([C:35]([F:37])([F:36])[F:38])=[CH:31][CH:30]=2)[CH:26]=[CH:25][C:24]=1[O:39][CH2:40][O:41][CH2:42][CH3:43].